This data is from Peptide-MHC class I binding affinity with 185,985 pairs from IEDB/IMGT. The task is: Regression. Given a peptide amino acid sequence and an MHC pseudo amino acid sequence, predict their binding affinity value. This is MHC class I binding data. (1) The peptide sequence is HLASTDQLK. The MHC is HLA-A03:01 with pseudo-sequence HLA-A03:01. The binding affinity (normalized) is 0.0567. (2) The peptide sequence is FRMLAWHVL. The binding affinity (normalized) is 0.872. The MHC is HLA-C06:02 with pseudo-sequence HLA-C06:02.